This data is from NCI-60 drug combinations with 297,098 pairs across 59 cell lines. The task is: Regression. Given two drug SMILES strings and cell line genomic features, predict the synergy score measuring deviation from expected non-interaction effect. (1) Drug 1: CN(C)C1=NC(=NC(=N1)N(C)C)N(C)C. Drug 2: CC1=C(C=C(C=C1)NC(=O)C2=CC=C(C=C2)CN3CCN(CC3)C)NC4=NC=CC(=N4)C5=CN=CC=C5. Cell line: EKVX. Synergy scores: CSS=-6.35, Synergy_ZIP=6.27, Synergy_Bliss=-7.49, Synergy_Loewe=-10.0, Synergy_HSA=-9.59. (2) Drug 1: CN1C(=O)N2C=NC(=C2N=N1)C(=O)N. Drug 2: C1=CC=C(C(=C1)C(C2=CC=C(C=C2)Cl)C(Cl)Cl)Cl. Cell line: U251. Synergy scores: CSS=4.21, Synergy_ZIP=-3.07, Synergy_Bliss=-5.07, Synergy_Loewe=-7.96, Synergy_HSA=-7.96. (3) Drug 1: C1=C(C(=O)NC(=O)N1)F. Drug 2: CC1=C(C(CCC1)(C)C)C=CC(=CC=CC(=CC(=O)O)C)C. Cell line: UACC62. Synergy scores: CSS=37.2, Synergy_ZIP=-9.24, Synergy_Bliss=-13.5, Synergy_Loewe=-8.95, Synergy_HSA=-8.05. (4) Drug 1: CC12CCC3C(C1CCC2=O)CC(=C)C4=CC(=O)C=CC34C. Drug 2: CC=C1C(=O)NC(C(=O)OC2CC(=O)NC(C(=O)NC(CSSCCC=C2)C(=O)N1)C(C)C)C(C)C. Cell line: NCI/ADR-RES. Synergy scores: CSS=14.6, Synergy_ZIP=1.76, Synergy_Bliss=-0.272, Synergy_Loewe=0.951, Synergy_HSA=0.423.